This data is from NCI-60 drug combinations with 297,098 pairs across 59 cell lines. The task is: Regression. Given two drug SMILES strings and cell line genomic features, predict the synergy score measuring deviation from expected non-interaction effect. (1) Drug 1: CCCCC(=O)OCC(=O)C1(CC(C2=C(C1)C(=C3C(=C2O)C(=O)C4=C(C3=O)C=CC=C4OC)O)OC5CC(C(C(O5)C)O)NC(=O)C(F)(F)F)O. Drug 2: C1=CN(C=N1)CC(O)(P(=O)(O)O)P(=O)(O)O. Cell line: SNB-19. Synergy scores: CSS=0.583, Synergy_ZIP=0.125, Synergy_Bliss=1.11, Synergy_Loewe=-2.09, Synergy_HSA=-1.81. (2) Drug 1: COC1=CC(=CC(=C1O)OC)C2C3C(COC3=O)C(C4=CC5=C(C=C24)OCO5)OC6C(C(C7C(O6)COC(O7)C8=CC=CS8)O)O. Drug 2: CS(=O)(=O)CCNCC1=CC=C(O1)C2=CC3=C(C=C2)N=CN=C3NC4=CC(=C(C=C4)OCC5=CC(=CC=C5)F)Cl. Cell line: A549. Synergy scores: CSS=50.9, Synergy_ZIP=4.97, Synergy_Bliss=7.16, Synergy_Loewe=2.45, Synergy_HSA=10.8. (3) Drug 1: C1=CC=C(C=C1)NC(=O)CCCCCCC(=O)NO. Drug 2: CN(CCCl)CCCl.Cl. Cell line: UACC-257. Synergy scores: CSS=16.7, Synergy_ZIP=-9.22, Synergy_Bliss=-0.732, Synergy_Loewe=-8.08, Synergy_HSA=-0.595.